The task is: Predict the product of the given reaction.. This data is from Forward reaction prediction with 1.9M reactions from USPTO patents (1976-2016). (1) Given the reactants [O:1]1[CH2:3][CH2:2]1.CC([CH2:7][NH2:8])O.[N+:9]([C:12]1([CH2:18][CH:19]2[CH2:21][O:20]2)[CH2:17][CH2:16][CH2:15][CH2:14][CH2:13]1)([O-:11])=[O:10], predict the reaction product. The product is: [OH:1][CH2:2][CH2:3][N:8]([CH3:7])[CH2:21][CH:19]([OH:20])[CH2:18][C:12]1([N+:9]([O-:11])=[O:10])[CH2:17][CH2:16][CH2:15][CH2:14][CH2:13]1. (2) The product is: [NH2:34][C:23]1[N:22]=[C:21]([C:15]2[CH:14]=[C:13]3[C:18]([CH2:19][CH2:20][N:11]([C:9](=[O:10])[CH2:8][C:4]4[CH:5]=[N:6][CH:7]=[C:2]([CH:3]=4)[C:35]#[N:36])[CH2:12]3)=[CH:17][CH:16]=2)[CH:26]=[C:25]([N:27]2[CH2:32][CH2:31][N:30]([CH3:33])[CH2:29][CH2:28]2)[N:24]=1. Given the reactants Br[C:2]1[CH:3]=[C:4]([CH2:8][C:9]([N:11]2[CH2:20][CH2:19][C:18]3[C:13](=[CH:14][C:15]([C:21]4[CH:26]=[C:25]([N:27]5[CH2:32][CH2:31][N:30]([CH3:33])[CH2:29][CH2:28]5)[N:24]=[C:23]([NH2:34])[N:22]=4)=[CH:16][CH:17]=3)[CH2:12]2)=[O:10])[CH:5]=[N:6][CH:7]=1.[CH3:35][N:36]1CCCC1=O.N, predict the reaction product. (3) Given the reactants [C:1]([N:4]1[CH2:9][CH2:8][CH:7]([C:10](Cl)=[N:11]OS(C)(=O)=O)[CH2:6][CH2:5]1)(=[O:3])[CH3:2].N1C=CC=CC=1.[S-:24][C:25]#[N:26].[Na+].[Br:28][C:29]1[CH:30]=[C:31]([O:36]C2C=CN=NC=2C)[C:32]([NH2:35])=[N:33][CH:34]=1, predict the reaction product. The product is: [Br:28][C:29]1[CH:30]=[C:31]([OH:36])[C:32]([NH:35][C:25]2[S:24][N:11]=[C:10]([CH:7]3[CH2:6][CH2:5][N:4]([C:1](=[O:3])[CH3:2])[CH2:9][CH2:8]3)[N:26]=2)=[N:33][CH:34]=1. (4) Given the reactants ClC(OCC(C)C)=O.CN1CCOCC1.[CH3:16][CH:17]([CH3:23])[C:18]#[C:19][C:20]([OH:22])=[O:21].[CH2:24](N)[CH2:25][C:26]1[CH:35]=[CH:34][C:31]([O:32][CH3:33])=[C:28]([O:29][CH3:30])[CH:27]=1, predict the reaction product. The product is: [CH3:30][O:29][C:28]1[CH:27]=[C:26]([CH2:25][CH2:24][O:21][C:20](=[O:22])[C:19]#[C:18][CH:17]([CH3:23])[CH3:16])[CH:35]=[CH:34][C:31]=1[O:32][CH3:33].